The task is: Predict the reactants needed to synthesize the given product.. This data is from Full USPTO retrosynthesis dataset with 1.9M reactions from patents (1976-2016). Given the product [ClH:12].[Cl:12][C:11]1[CH:7]=[C:3]([C:4]([NH2:6])=[O:5])[C:1](=[NH:2])[N:31]([CH2:30][C:25]2[CH:26]=[CH:27][CH:28]=[CH:29][C:24]=2[S:21]([N:16]2[CH2:20][CH2:19][CH2:18][CH2:17]2)(=[O:23])=[O:22])[CH:10]=1, predict the reactants needed to synthesize it. The reactants are: [C:1]([CH:3]([CH:7]1[C:11]([Cl:12])=[C:10](Cl)C(=O)O1)[C:4]([NH2:6])=[O:5])#[N:2].Cl.[N:16]1([S:21]([C:24]2[CH:29]=[CH:28][CH:27]=[CH:26][C:25]=2[CH2:30][NH2:31])(=[O:23])=[O:22])[CH2:20][CH2:19][CH2:18][CH2:17]1.C(=O)([O-])[O-].[K+].[K+].[OH-].[Na+].